Dataset: Ames mutagenicity test results for genotoxicity prediction. Task: Regression/Classification. Given a drug SMILES string, predict its toxicity properties. Task type varies by dataset: regression for continuous values (e.g., LD50, hERG inhibition percentage) or binary classification for toxic/non-toxic outcomes (e.g., AMES mutagenicity, cardiotoxicity, hepatotoxicity). Dataset: ames. (1) The drug is CC12CCC(C1)C(C)(C)C2=O. The result is 0 (non-mutagenic). (2) The compound is COC1=CC(=O)c2c3nc4ccccc4c-3c[nH]c2C1=O. The result is 1 (mutagenic). (3) The compound is CCC1(O)CC(OC2CC(N(C)C)C(OC3CC(O)C(O)C(C)O3)C(C)O2)c2c(cc3c(c2O)C(=O)c2c(O)ccc(O)c2C3=O)C1C(=O)OC. The result is 1 (mutagenic). (4) The result is 1 (mutagenic). The drug is Cc1ccc2ccc3ccc(C)cc3c2c1. (5) The compound is COS(C)(=O)=O. The result is 1 (mutagenic).